This data is from Forward reaction prediction with 1.9M reactions from USPTO patents (1976-2016). The task is: Predict the product of the given reaction. (1) Given the reactants [CH3:1][NH:2][C:3](=[O:6])[CH:4]=[CH2:5].[CH2:7]([NH2:9])[CH3:8], predict the reaction product. The product is: [CH2:7]([NH:9][CH2:5][CH2:4][C:3]([NH:2][CH3:1])=[O:6])[CH3:8]. (2) Given the reactants [H-].[Na+].[C:3]([O:11][CH2:12][CH3:13])(=[O:10])[CH2:4][C:5]([O:7][CH2:8][CH3:9])=[O:6].[CH2:14]([O:21][CH2:22][CH2:23]Br)[C:15]1[CH:20]=[CH:19][CH:18]=[CH:17][CH:16]=1.Cl, predict the reaction product. The product is: [CH2:14]([O:21][CH2:22][CH2:23][CH:4]([C:5]([O:7][CH2:8][CH3:9])=[O:6])[C:3]([O:11][CH2:12][CH3:13])=[O:10])[C:15]1[CH:20]=[CH:19][CH:18]=[CH:17][CH:16]=1.